Dataset: Forward reaction prediction with 1.9M reactions from USPTO patents (1976-2016). Task: Predict the product of the given reaction. (1) Given the reactants [F:1][C:2]1[C:3]([C:24]2[N:28]([CH:29]([CH3:31])[CH3:30])[C:27]([CH3:32])=[N:26][CH:25]=2)=[N:4][C:5]([NH:8][C:9]2[CH:14]=[CH:13][C:12]([N:15]3[CH2:19][CH2:18][C@H:17]([NH:20]C(=O)C)[CH2:16]3)=[CH:11][CH:10]=2)=[N:6][CH:7]=1, predict the reaction product. The product is: [NH2:20][C@H:17]1[CH2:18][CH2:19][N:15]([C:12]2[CH:11]=[CH:10][C:9]([NH:8][C:5]3[N:4]=[C:3]([C:24]4[N:28]([CH:29]([CH3:30])[CH3:31])[C:27]([CH3:32])=[N:26][CH:25]=4)[C:2]([F:1])=[CH:7][N:6]=3)=[CH:14][CH:13]=2)[CH2:16]1. (2) Given the reactants [C:1]([O:5][C:6]([N:8]1[CH2:13][CH2:12][CH:11]([N:14]([C:18]([C:20]2[CH:21]=[N:22][C:23](Cl)=[N:24][CH:25]=2)=[O:19])[CH:15]2[CH2:17][CH2:16]2)[CH2:10][CH2:9]1)=[O:7])([CH3:4])([CH3:3])[CH3:2].[NH:27]1[CH:31]=[CH:30][N:29]=[CH:28]1.C(N(C(C)C)C(C)C)C.O, predict the reaction product. The product is: [C:1]([O:5][C:6]([N:8]1[CH2:13][CH2:12][CH:11]([N:14]([CH:15]2[CH2:17][CH2:16]2)[C:18]([C:20]2[CH:21]=[N:22][C:23]([N:27]3[CH:31]=[CH:30][N:29]=[CH:28]3)=[N:24][CH:25]=2)=[O:19])[CH2:10][CH2:9]1)=[O:7])([CH3:4])([CH3:3])[CH3:2]. (3) Given the reactants O[CH2:2][C:3]1[N:7]([C:8]2[CH:9]=[C:10]([C:14]3[CH2:15][C:16](=[O:33])[NH:17][C:18]4[CH:24]=[C:23]([C:25]#[N:26])[C:22]([N:27]([CH2:29][CH:30]([CH3:32])[CH3:31])[CH3:28])=[CH:21][C:19]=4[N:20]=3)[CH:11]=[CH:12][CH:13]=2)[N:6]=[N:5][CH:4]=1.S(Cl)(Cl)=O.[Cl-].[NH:39]1[CH2:43][CH2:42][CH2:41][CH2:40]1, predict the reaction product. The product is: [CH2:29]([N:27]([CH3:28])[C:22]1[C:23]([C:25]#[N:26])=[CH:24][C:18]2[NH:17][C:16](=[O:33])[CH2:15][C:14]([C:10]3[CH:11]=[CH:12][CH:13]=[C:8]([N:7]4[C:3]([CH2:2][N:39]5[CH2:43][CH2:42][CH2:41][CH2:40]5)=[CH:4][N:5]=[N:6]4)[CH:9]=3)=[N:20][C:19]=2[CH:21]=1)[CH:30]([CH3:31])[CH3:32]. (4) Given the reactants [CH3:1][O:2][C:3]1[CH:4]=[C:5]([S:11]([O:14][CH2:15][C:16]([O:18]CC2C=CC=CC=2)=[O:17])(=[O:13])=[O:12])[CH:6]=[CH:7][C:8]=1[O:9][CH3:10].[OH-].[Na+], predict the reaction product. The product is: [CH3:1][O:2][C:3]1[CH:4]=[C:5]([S:11]([O:14][CH2:15][C:16]([OH:18])=[O:17])(=[O:12])=[O:13])[CH:6]=[CH:7][C:8]=1[O:9][CH3:10]. (5) Given the reactants [CH3:1][O:2][C:3]1[CH:4]=[C:5]([NH:15][C:16]2[N:21]=[C:20]([C:22](=[O:24])[CH3:23])[CH:19]=[C:18]([CH2:25][O:26][CH2:27][C:28]([F:31])([F:30])[F:29])[N:17]=2)[CH:6]=[CH:7][C:8]=1[N:9]1[CH:13]=[C:12]([CH3:14])[N:11]=[CH:10]1.[BH4-].[Na+].CC(C)=O, predict the reaction product. The product is: [CH3:1][O:2][C:3]1[CH:4]=[C:5]([NH:15][C:16]2[N:21]=[C:20]([CH:22]([OH:24])[CH3:23])[CH:19]=[C:18]([CH2:25][O:26][CH2:27][C:28]([F:29])([F:30])[F:31])[N:17]=2)[CH:6]=[CH:7][C:8]=1[N:9]1[CH:13]=[C:12]([CH3:14])[N:11]=[CH:10]1. (6) The product is: [CH3:35][N:34]([CH2:33][C:10]1[C:11]2[O:15][N:14]=[C:13]([CH2:16][CH2:17][CH:18]3[CH2:23][CH2:22][NH:21][CH2:20][CH2:19]3)[C:12]=2[CH:31]=[CH:32][C:9]=1[CH2:8][O:7][C:6]1[CH:5]=[CH:4][C:3]([C:1]#[N:2])=[CH:38][CH:37]=1)[CH3:36]. Given the reactants [C:1]([C:3]1[CH:38]=[CH:37][C:6]([O:7][CH2:8][C:9]2[CH:32]=[CH:31][C:12]3[C:13]([CH2:16][CH2:17][CH:18]4[CH2:23][CH2:22][N:21](C(OC(C)(C)C)=O)[CH2:20][CH2:19]4)=[N:14][O:15][C:11]=3[C:10]=2[CH2:33][N:34]([CH3:36])[CH3:35])=[CH:5][CH:4]=1)#[N:2].Cl, predict the reaction product. (7) Given the reactants [NH:1]1[CH2:5][CH2:4][CH2:3][CH2:2]1.[C:6]([NH:16][CH2:17][C:18](O)=[O:19])([O:8][CH2:9][C:10]1[CH:15]=[CH:14][CH:13]=[CH:12][CH:11]=1)=[O:7].C1C=NC2N(O)N=NC=2C=1.CN1CCOCC1.C(Cl)CCl, predict the reaction product. The product is: [O:19]=[C:18]([N:1]1[CH2:5][CH2:4][CH2:3][CH2:2]1)[CH2:17][NH:16][C:6](=[O:7])[O:8][CH2:9][C:10]1[CH:11]=[CH:12][CH:13]=[CH:14][CH:15]=1. (8) Given the reactants F[C:2]1[C:7]([I:8])=[CH:6][CH:5]=[CH:4][N:3]=1.[CH:9]1([NH2:14])[CH2:13][CH2:12][CH2:11][CH2:10]1.C(N(C(C)C)CC)(C)C, predict the reaction product. The product is: [CH:9]1([NH:14][C:2]2[C:7]([I:8])=[CH:6][CH:5]=[CH:4][N:3]=2)[CH2:13][CH2:12][CH2:11][CH2:10]1.